Predict the product of the given reaction. From a dataset of Forward reaction prediction with 1.9M reactions from USPTO patents (1976-2016). (1) Given the reactants [CH3:1][O:2][C:3]1[CH:4]=[C:5]2[C:10](=[CH:11][C:12]=1[O:13][CH3:14])[N:9]=[CH:8][CH:7]=[C:6]2[O:15][C:16]1[C:22]([CH3:23])=[CH:21][C:19]([NH2:20])=[C:18]([CH3:24])[CH:17]=1.Cl[C:26](Cl)([O:28][C:29](=[O:35])OC(Cl)(Cl)Cl)Cl.[CH:37]1(CO)[CH2:41][CH2:40][CH2:39][CH2:38]1.C(=O)(O)[O-].[Na+], predict the reaction product. The product is: [CH3:1][O:2][C:3]1[CH:4]=[C:5]2[C:10](=[CH:11][C:12]=1[O:13][CH3:14])[N:9]=[CH:8][CH:7]=[C:6]2[O:15][C:16]1[C:22]([CH3:23])=[CH:21][C:19]([NH:20][C:29](=[O:35])[O:28][CH2:26][CH:37]2[CH2:41][CH2:40][CH2:39][CH2:38]2)=[C:18]([CH3:24])[CH:17]=1. (2) Given the reactants [O:1]=[C:2]([CH2:8][CH3:9])[CH2:3][C:4]([O:6]C)=O.[CH2:10]([NH:14][CH2:15][CH2:16][CH2:17][CH3:18])[CH2:11][CH2:12][CH3:13], predict the reaction product. The product is: [CH2:10]([N:14]([CH2:15][CH2:16][CH2:17][CH3:18])[C:4](=[O:6])[CH2:3][C:2](=[O:1])[CH2:8][CH3:9])[CH2:11][CH2:12][CH3:13]. (3) Given the reactants [Cl:1][C:2]1[C:3]([F:42])=[C:4]([C@@H:8]2[C@:12]([C:15]3[CH:20]=[CH:19][C:18]([Cl:21])=[CH:17][C:16]=3[F:22])([C:13]#[N:14])[C@H:11]([CH2:23][C:24]([CH3:27])([CH3:26])[CH3:25])[NH:10][C@H:9]2[C:28]([NH:30][C:31]2[CH:39]=[CH:38][C:34]([C:35]([OH:37])=[O:36])=[CH:33][C:32]=2[O:40][CH3:41])=[O:29])[CH:5]=[CH:6][CH:7]=1.C(=O)([O-])[O-].[Cs+].[Cs+].[CH3:49][O:50][CH2:51][CH2:52][N:53]([CH2:60][CH2:61][O:62][CH3:63])[C:54](=[O:59])[O:55][CH:56](Cl)[CH3:57], predict the reaction product. The product is: [CH3:63][O:62][CH2:61][CH2:60][N:53]([CH2:52][CH2:51][O:50][CH3:49])[C:54]([O:55][CH:56]([O:36][C:35](=[O:37])[C:34]1[CH:38]=[CH:39][C:31]([NH:30][C:28]([C@H:9]2[C@H:8]([C:4]3[CH:5]=[CH:6][CH:7]=[C:2]([Cl:1])[C:3]=3[F:42])[C@:12]([C:15]3[CH:20]=[CH:19][C:18]([Cl:21])=[CH:17][C:16]=3[F:22])([C:13]#[N:14])[C@H:11]([CH2:23][C:24]([CH3:26])([CH3:27])[CH3:25])[NH:10]2)=[O:29])=[C:32]([O:40][CH3:41])[CH:33]=1)[CH3:57])=[O:59]. (4) Given the reactants ClC1C(OC2C=CC(OC(F)(F)F)=C(Cl)C=2)=CC(F)=C(C=1)C(OC(C)(C)C)=O.[Cl:29][C:30]1[CH:31]=[C:32]([O:42][C:43]2[C:55]([CH:56]=[CH2:57])=[CH:54][C:46]([C:47]([O:49]C(C)(C)C)=[O:48])=[C:45]([F:58])[CH:44]=2)[CH:33]=[N:34][C:35]=1[O:36][CH2:37][C:38]([F:41])([F:40])[F:39], predict the reaction product. The product is: [Cl:29][C:30]1[CH:31]=[C:32]([O:42][C:43]2[C:55]([CH:56]=[CH2:57])=[CH:54][C:46]([C:47]([OH:49])=[O:48])=[C:45]([F:58])[CH:44]=2)[CH:33]=[N:34][C:35]=1[O:36][CH2:37][C:38]([F:39])([F:41])[F:40]. (5) Given the reactants [NH2:1][C:2]1[CH:9]=[CH:8][C:7]([Cl:10])=[CH:6][C:3]=1[CH:4]=[O:5].[Br:11]N1C(=O)CCC1=O, predict the reaction product. The product is: [NH2:1][C:2]1[C:9]([Br:11])=[CH:8][C:7]([Cl:10])=[CH:6][C:3]=1[CH:4]=[O:5].